From a dataset of Peptide-MHC class II binding affinity with 134,281 pairs from IEDB. Regression. Given a peptide amino acid sequence and an MHC pseudo amino acid sequence, predict their binding affinity value. This is MHC class II binding data. (1) The peptide sequence is GELQIVDKIDAAFAI. The MHC is DRB1_1501 with pseudo-sequence DRB1_1501. The binding affinity (normalized) is 0.588. (2) The peptide sequence is EEWEPLTKKGNVWEV. The MHC is HLA-DPA10201-DPB10501 with pseudo-sequence HLA-DPA10201-DPB10501. The binding affinity (normalized) is 0.125. (3) The MHC is DRB1_0901 with pseudo-sequence DRB1_0901. The peptide sequence is APADDKFTVFEAAFN. The binding affinity (normalized) is 0.590. (4) The MHC is HLA-DQA10601-DQB10402 with pseudo-sequence HLA-DQA10601-DQB10402. The peptide sequence is AGWLFHVRGARRSGD. The binding affinity (normalized) is 0.683. (5) The peptide sequence is FYADDTAGWDTRITE. The MHC is DRB1_0901 with pseudo-sequence DRB1_0901. The binding affinity (normalized) is 0. (6) The peptide sequence is AFILDGDNLFPPV. The MHC is DRB1_0401 with pseudo-sequence DRB1_0401. The binding affinity (normalized) is 0.761. (7) The binding affinity (normalized) is 0.519. The peptide sequence is GAATVAAGAATTAAG. The MHC is DRB1_0101 with pseudo-sequence DRB1_0101. (8) The peptide sequence is VSRGTAKLRWFHERG. The MHC is DRB3_0101 with pseudo-sequence DRB3_0101. The binding affinity (normalized) is 0.246. (9) The peptide sequence is EPIAAYHFDLSGIAF. The MHC is HLA-DQA10101-DQB10501 with pseudo-sequence HLA-DQA10101-DQB10501. The binding affinity (normalized) is 0.651. (10) The peptide sequence is YFVGKMYFNLIDTKCYKL. The MHC is DRB1_0101 with pseudo-sequence DRB1_0101. The binding affinity (normalized) is 0.473.